This data is from Reaction yield outcomes from USPTO patents with 853,638 reactions. The task is: Predict the reaction yield, written as a fraction of the theoretical maximum amount of product (1.0 means a 100% yield; for example, 0.34 means a 34% yield). The reactants are Br[C:2]1[CH:3]=[N:4][CH:5]=[C:6]([C:8]#[C:9][CH3:10])[CH:7]=1.CC1CCCO1.[B:17](OC(C)C)([O:22]C(C)C)[O:18]C(C)C.[Li]CCCC.Cl. The catalyst is C1(C)C=CC=CC=1. The product is [C:8]([C:6]1[CH:7]=[C:2]([B:17]([OH:22])[OH:18])[CH:3]=[N:4][CH:5]=1)#[C:9][CH3:10]. The yield is 0.870.